Task: Predict which catalyst facilitates the given reaction.. Dataset: Catalyst prediction with 721,799 reactions and 888 catalyst types from USPTO (1) Reactant: [C@@H:1]([NH:5][C:6]1[C:7](=[O:20])[NH:8][C:9]2[C:14]([N:15]=1)=[CH:13][C:12]([C:16]([O:18][CH3:19])=[O:17])=[CH:11][CH:10]=2)([CH2:3][CH3:4])[CH3:2].N1C=CC=CC=1.[O:27](S(C(F)(F)F)(=O)=O)[S:28]([C:31]([F:34])([F:33])[F:32])(=O)=[O:29]. Product: [C@@H:1]([NH:5][C:6]1[C:7]([O:20][S:28]([C:31]([F:34])([F:33])[F:32])(=[O:29])=[O:27])=[N:8][C:9]2[C:14]([N:15]=1)=[CH:13][C:12]([C:16]([O:18][CH3:19])=[O:17])=[CH:11][CH:10]=2)([CH2:3][CH3:4])[CH3:2]. The catalyst class is: 4. (2) Product: [Br:1][CH2:19][C:10]1[C:9]([C:8]([F:22])([F:21])[F:7])=[CH:14][CH:13]=[CH:12][C:11]=1[C:15]([F:18])([F:17])[F:16]. Reactant: [BrH:1].S(=O)(=O)(O)O.[F:7][C:8]([F:22])([F:21])[C:9]1[CH:14]=[CH:13][CH:12]=[C:11]([C:15]([F:18])([F:17])[F:16])[C:10]=1[CH2:19]O. The catalyst class is: 6.